Dataset: Forward reaction prediction with 1.9M reactions from USPTO patents (1976-2016). Task: Predict the product of the given reaction. (1) Given the reactants [CH3:1][C:2]1([CH3:23])[CH2:11][CH2:10][C:9]([CH3:13])([CH3:12])[C:8]2[CH:7]=[C:6]([CH:14]([CH2:18][CH2:19][CH2:20][CH2:21][CH3:22])[C:15](O)=[O:16])[CH:5]=[CH:4][C:3]1=2.CC(C)(C)C(Cl)=O.[Cl-].[Li+].[CH3:33][CH:34]([C@@H:36]1[C:40]([C:47]2[CH:52]=[CH:51][CH:50]=[CH:49][CH:48]=2)([C:41]2[CH:46]=[CH:45][CH:44]=[CH:43][CH:42]=2)[O:39][C:38](=[O:53])[NH:37]1)[CH3:35], predict the reaction product. The product is: [CH3:35][CH:34]([C@@H:36]1[C:40]([C:47]2[CH:52]=[CH:51][CH:50]=[CH:49][CH:48]=2)([C:41]2[CH:46]=[CH:45][CH:44]=[CH:43][CH:42]=2)[O:39][C:38](=[O:53])[N:37]1[C:15](=[O:16])[C@@H:14]([C:6]1[CH:5]=[CH:4][C:3]2[C:2]([CH3:23])([CH3:1])[CH2:11][CH2:10][C:9]([CH3:13])([CH3:12])[C:8]=2[CH:7]=1)[CH2:18][CH2:19][CH2:20][CH2:21][CH3:22])[CH3:33]. (2) The product is: [CH3:13][N:11]1[CH:12]=[C:8]([C:7]2[CH:2]=[N:3][CH:4]=[CH:5][N:6]=2)[CH:9]=[N:10]1. Given the reactants Cl[C:2]1[C:7]([C:8]2[CH:9]=[N:10][N:11]([CH3:13])[CH:12]=2)=[N:6][CH:5]=[CH:4][N:3]=1.O.[OH-].[K+], predict the reaction product. (3) Given the reactants C([O-])([O-])=O.[Na+].[Na+].COCCOC.Br[C:14]1[N:19]=[C:18]([C@@H:20]([OH:25])[CH2:21][O:22][CH2:23][CH3:24])[CH:17]=[CH:16][CH:15]=1.[C:26]([C:28]1[CH:33]=[CH:32][C:31](B(O)O)=[CH:30][CH:29]=1)#[N:27], predict the reaction product. The product is: [CH2:23]([O:22][CH2:21][C@@H:20]([C:18]1[N:19]=[C:14]([C:31]2[CH:32]=[CH:33][C:28]([C:26]#[N:27])=[CH:29][CH:30]=2)[CH:15]=[CH:16][CH:17]=1)[OH:25])[CH3:24]. (4) Given the reactants [NH2:1][C:2]1[N:9]=[CH:8][C:7]([Br:10])=[CH:6][C:3]=1[CH:4]=O.[CH3:11][C:12]([C:14]1[CH:19]=[CH:18][C:17]([F:20])=[CH:16][CH:15]=1)=O.[OH-].[K+], predict the reaction product. The product is: [Br:10][C:7]1[CH:6]=[C:3]2[C:2](=[N:9][CH:8]=1)[N:1]=[C:12]([C:14]1[CH:19]=[CH:18][C:17]([F:20])=[CH:16][CH:15]=1)[CH:11]=[CH:4]2. (5) Given the reactants [C:1]([O:5][C:6](=[O:23])[C:7]([NH:10][C:11]([C:13]1[CH:21]=[CH:20][C:16]2[S:17][CH:18]=[CH:19][C:15]=2[C:14]=1[OH:22])=[O:12])([CH3:9])[CH3:8])([CH3:4])([CH3:3])[CH3:2].C(=O)([O-])[O-].[Cs+].[Cs+].Br[CH2:31][CH2:32][O:33][C:34]1[CH:39]=[CH:38][CH:37]=[CH:36][CH:35]=1.[I-].[K+], predict the reaction product. The product is: [C:1]([O:5][C:6](=[O:23])[C:7]([CH3:9])([NH:10][C:11]([C:13]1[CH:21]=[CH:20][C:16]2[S:17][CH:18]=[CH:19][C:15]=2[C:14]=1[O:22][CH2:31][CH2:32][O:33][C:34]1[CH:39]=[CH:38][CH:37]=[CH:36][CH:35]=1)=[O:12])[CH3:8])([CH3:2])([CH3:3])[CH3:4]. (6) Given the reactants [C:1]([O:5][C:6](=[O:64])[CH:7]([NH:13][C:14](=[O:63])[CH2:15][CH2:16][CH:17]([C:56]([O:58][C:59]([CH3:62])([CH3:61])[CH3:60])=[O:57])[NH:18][C:19]([CH:21]1[CH2:26][CH2:25][CH:24]([CH2:27][NH:28][C:29](=[O:55])[CH2:30][CH2:31][CH2:32][CH2:33][CH2:34][CH2:35][CH2:36][CH2:37][CH2:38][CH2:39][CH2:40][CH2:41][CH2:42][CH2:43][CH2:44][CH2:45][CH2:46][CH2:47][C:48]([O:50][C:51]([CH3:54])([CH3:53])[CH3:52])=[O:49])[CH2:23][CH2:22]1)=[O:20])[CH2:8][CH2:9][C:10]([OH:12])=[O:11])([CH3:4])([CH3:3])[CH3:2].[B-](F)(F)(F)F.CN(C(O[N:78]1[C:83](=[O:84])[CH2:82][CH2:81][C:79]1=[O:80])=[N+](C)C)C.CCN(C(C)C)C(C)C, predict the reaction product. The product is: [O:80]=[C:79]1[CH2:81][CH2:82][C:83](=[O:84])[N:78]1[O:11][C:10](=[O:12])[CH2:9][CH2:8][CH:7]([NH:13][C:14](=[O:63])[CH2:15][CH2:16][CH:17]([C:56]([O:58][C:59]([CH3:62])([CH3:61])[CH3:60])=[O:57])[NH:18][C:19]([CH:21]1[CH2:26][CH2:25][CH:24]([CH2:27][NH:28][C:29](=[O:55])[CH2:30][CH2:31][CH2:32][CH2:33][CH2:34][CH2:35][CH2:36][CH2:37][CH2:38][CH2:39][CH2:40][CH2:41][CH2:42][CH2:43][CH2:44][CH2:45][CH2:46][CH2:47][C:48]([O:50][C:51]([CH3:52])([CH3:53])[CH3:54])=[O:49])[CH2:23][CH2:22]1)=[O:20])[C:6]([O:5][C:1]([CH3:2])([CH3:3])[CH3:4])=[O:64].